This data is from Full USPTO retrosynthesis dataset with 1.9M reactions from patents (1976-2016). The task is: Predict the reactants needed to synthesize the given product. (1) Given the product [CH2:1]([O:5][C:6]([N:8]1[CH2:9][CH2:10][N:11]([C:14](=[O:43])[CH2:15][NH:16][C:17]([C:19]2[CH:28]=[C:27]([O:29][CH2:30][C:31]([OH:33])=[O:32])[C:26]3[C:21](=[CH:22][C:23]([CH3:42])=[C:24]([CH3:41])[CH:25]=3)[N:20]=2)=[O:18])[CH2:12][CH2:13]1)=[O:7])[CH2:2][CH2:3][CH3:4], predict the reactants needed to synthesize it. The reactants are: [CH2:1]([O:5][C:6]([N:8]1[CH2:13][CH2:12][N:11]([C:14](=[O:43])[CH2:15][NH:16][C:17]([C:19]2[CH:28]=[C:27]([O:29][CH2:30][C:31]([O:33]CC3C=CC=CC=3)=[O:32])[C:26]3[C:21](=[CH:22][C:23]([CH3:42])=[C:24]([CH3:41])[CH:25]=3)[N:20]=2)=[O:18])[CH2:10][CH2:9]1)=[O:7])[CH2:2][CH2:3][CH3:4]. (2) Given the product [C:21]([O:13][C:3]1([CH2:1][CH3:2])[CH:4]2[CH2:12][CH:8]3[CH2:7][CH:6]([CH2:11][CH:10]1[CH2:9]3)[CH2:5]2)(=[O:24])[CH:22]=[CH2:23], predict the reactants needed to synthesize it. The reactants are: [CH2:1]([C:3]1([OH:13])[CH:10]2[CH2:11][CH:6]3[CH2:7][CH:8]([CH2:12][CH:4]1[CH2:5]3)[CH2:9]2)[CH3:2].C(N(CC)CC)C.[C:21](Cl)(=[O:24])[CH:22]=[CH2:23]. (3) Given the product [CH:10]1[C:11]2[CH:12]([CH2:14][O:15][C:16]([N:18]([CH3:31])[CH2:19][C:20]([O:22][CH2:23][C:24]([OH:26])=[O:25])=[O:21])=[O:17])[C:13]3[C:5](=[CH:4][CH:3]=[CH:2][CH:1]=3)[C:6]=2[CH:7]=[CH:8][CH:9]=1, predict the reactants needed to synthesize it. The reactants are: [CH:1]1[C:13]2[CH:12]([CH2:14][O:15][C:16]([N:18]([CH3:31])[CH2:19][C:20]([O:22][CH2:23][C:24]([O:26]C(C)(C)C)=[O:25])=[O:21])=[O:17])[C:11]3[C:6](=[CH:7][CH:8]=[CH:9][CH:10]=3)[C:5]=2[CH:4]=[CH:3][CH:2]=1.C([SiH](C(C)C)C(C)C)(C)C.FC(F)(F)C(O)=O. (4) Given the product [Cl:1][C:2]1[CH:3]=[C:4]([CH2:9][N:10]2[CH:14]=[C:13]([C:15]([NH:18][C:19]3[S:20][C:21]([C:24]([O:26][CH3:27])=[O:25])=[CH:22][N:23]=3)=[O:17])[N:12]=[N:11]2)[CH:5]=[CH:6][C:7]=1[Cl:8], predict the reactants needed to synthesize it. The reactants are: [Cl:1][C:2]1[CH:3]=[C:4]([CH2:9][N:10]2[CH:14]=[C:13]([C:15]([OH:17])=O)[N:12]=[N:11]2)[CH:5]=[CH:6][C:7]=1[Cl:8].[NH2:18][C:19]1[S:20][C:21]([C:24]([O:26][CH3:27])=[O:25])=[CH:22][N:23]=1.CN(C(ON1N=NC2C=CC=NC1=2)=[N+](C)C)C.F[P-](F)(F)(F)(F)F.CCN(C(C)C)C(C)C. (5) The reactants are: [Br:1][C:2]1[C:3]([CH:7]=[O:8])=[N:4][NH:5][CH:6]=1.[H-].[Na+].[CH3:11][Si:12]([CH3:19])([CH3:18])[CH2:13][CH2:14][O:15][CH2:16]Cl. Given the product [Br:1][C:2]1[C:3]([CH:7]=[O:8])=[N:4][N:5]([CH2:16][O:15][CH2:14][CH2:13][Si:12]([CH3:19])([CH3:18])[CH3:11])[CH:6]=1, predict the reactants needed to synthesize it. (6) Given the product [CH3:22][C:19]1([CH3:23])[O:18][CH:17]([CH2:16][N:11]([C:4]2[N:3]=[C:2]([C:33]3[CH:32]=[CH:31][C:30]([O:29][C:28]4[CH:27]=[CH:26][C:25]([F:24])=[CH:46][CH:45]=4)=[CH:35][CH:34]=3)[N:7]=[C:6]([C:8]([NH2:10])=[O:9])[CH:5]=2)[S:12]([CH3:15])(=[O:14])=[O:13])[CH2:21][O:20]1, predict the reactants needed to synthesize it. The reactants are: Cl[C:2]1[N:7]=[C:6]([C:8]([NH2:10])=[O:9])[CH:5]=[C:4]([N:11]([CH2:16][CH:17]2[CH2:21][O:20][C:19]([CH3:23])([CH3:22])[O:18]2)[S:12]([CH3:15])(=[O:14])=[O:13])[N:3]=1.[F:24][C:25]1[CH:46]=[CH:45][C:28]([O:29][C:30]2[CH:35]=[CH:34][C:33](B3OC(C)(C)C(C)(C)O3)=[CH:32][CH:31]=2)=[CH:27][CH:26]=1.C([O-])([O-])=O.[Na+].[Na+]. (7) The reactants are: [ClH:1].Cl.Cl.[Cl:4][C:5]1[CH:14]=[CH:13][C:12](Cl)=[C:11]2[C:6]=1[CH:7]=[C:8]([C:16]1[C:17]([NH2:33])=[N:18][CH:19]=[C:20]([C:22]3[CH:23]=[N:24][N:25]([CH:27]4[CH2:32][CH2:31][NH:30][CH2:29][CH2:28]4)[CH:26]=3)[CH:21]=1)[N:9]=[CH:10]2.[CH3:34][O:35]C1C=C2C(=CC=1)C=NC(OS(C(F)(F)F)(=O)=O)=C2. Given the product [ClH:4].[ClH:1].[ClH:4].[CH3:34][O:35][C:14]1[CH:5]=[C:6]2[C:11](=[CH:12][CH:13]=1)[CH:10]=[N:9][C:8]([C:16]1[C:17]([NH2:33])=[N:18][CH:19]=[C:20]([C:22]3[CH:23]=[N:24][N:25]([CH:27]4[CH2:32][CH2:31][NH:30][CH2:29][CH2:28]4)[CH:26]=3)[CH:21]=1)=[CH:7]2, predict the reactants needed to synthesize it. (8) Given the product [C:49]([O:46][C:15]1[C:14]([C:4]2[C:5]3[S:6][C:7]4[CH:13]=[CH:12][CH:11]=[CH:10][C:8]=4[C:9]=3[CH:1]=[CH:2][CH:3]=2)=[CH:19][C:18]([C:20]2[C:25]3[S:26][C:27]4[CH:32]=[CH:31][CH:30]=[CH:29][C:28]=4[C:24]=3[CH:23]=[CH:22][CH:21]=2)=[CH:17][C:16]=1[C:33]1[C:38]2[S:39][C:40]3[CH:45]=[CH:44][CH:43]=[CH:42][C:41]=3[C:37]=2[CH:36]=[CH:35][CH:34]=1)(=[O:50])[CH:48]=[CH2:47], predict the reactants needed to synthesize it. The reactants are: [CH:1]1[C:9]2[C:8]3[CH:10]=[CH:11][CH:12]=[CH:13][C:7]=3[S:6][C:5]=2[C:4]([C:14]2[CH:19]=[C:18]([C:20]3[C:25]4[S:26][C:27]5[CH:32]=[CH:31][CH:30]=[CH:29][C:28]=5[C:24]=4[CH:23]=[CH:22][CH:21]=3)[CH:17]=[C:16]([C:33]3[C:38]4[S:39][C:40]5[CH:45]=[CH:44][CH:43]=[CH:42][C:41]=5[C:37]=4[CH:36]=[CH:35][CH:34]=3)[C:15]=2[OH:46])=[CH:3][CH:2]=1.[CH2:47]1C[O:50][CH2:49][CH2:48]1.C(N(CC)CC)C.C(Cl)(=O)C=C. (9) Given the product [C:15]([O:18][C:19]([NH:1][C:2]1([C:5]([OH:7])=[O:6])[CH2:4][CH2:3]1)=[O:20])([CH3:17])([CH3:16])[CH3:14], predict the reactants needed to synthesize it. The reactants are: [NH2:1][C:2]1([C:5]([OH:7])=[O:6])[CH2:4][CH2:3]1.O.C([O-])(O)=O.[Na+].[CH3:14][C:15]([O:18][C:19](O[C:19]([O:18][C:15]([CH3:17])([CH3:16])[CH3:14])=[O:20])=[O:20])([CH3:17])[CH3:16].